Dataset: Peptide-MHC class II binding affinity with 134,281 pairs from IEDB. Task: Regression. Given a peptide amino acid sequence and an MHC pseudo amino acid sequence, predict their binding affinity value. This is MHC class II binding data. (1) The peptide sequence is EDLVRAYHSMSSTHE. The MHC is DRB5_0101 with pseudo-sequence DRB5_0101. The binding affinity (normalized) is 0.558. (2) The peptide sequence is PALLALLALPALLLL. The MHC is HLA-DPA10201-DPB10501 with pseudo-sequence HLA-DPA10201-DPB10501. The binding affinity (normalized) is 0.188.